Task: Predict the reaction yield, written as a fraction of the theoretical maximum amount of product (1.0 means a 100% yield; for example, 0.34 means a 34% yield).. Dataset: Reaction yield outcomes from USPTO patents with 853,638 reactions The reactants are Br[C:2]1[CH:25]=[CH:24][CH:23]=[CH:22][C:3]=1[CH2:4][S:5]([N:8]1[CH2:13][CH2:12][CH:11]([NH:14][C:15](=[O:21])[O:16][C:17]([CH3:20])([CH3:19])[CH3:18])[CH2:10][CH2:9]1)(=[O:7])=[O:6].[F:26][C:27]1[CH:32]=[C:31](B2OC(C)(C)C(C)(C)O2)[CH:30]=[CH:29][C:28]=1[C:42]1[N:43]=[CH:44][C:45]([NH2:48])=[N:46][CH:47]=1.C(Cl)Cl.C([O-])([O-])=O.[Na+].[Na+]. The catalyst is CN(C=O)C.C1C=CC(P(C2C=CC=CC=2)[C-]2C=CC=C2)=CC=1.C1C=CC(P(C2C=CC=CC=2)[C-]2C=CC=C2)=CC=1.Cl[Pd]Cl.[Fe+2]. The product is [NH2:48][C:45]1[N:46]=[CH:47][C:42]([C:28]2[C:27]([F:26])=[CH:32][C:31]([C:2]3[CH:25]=[CH:24][CH:23]=[CH:22][C:3]=3[CH2:4][S:5]([N:8]3[CH2:13][CH2:12][CH:11]([NH:14][C:15](=[O:21])[O:16][C:17]([CH3:20])([CH3:19])[CH3:18])[CH2:10][CH2:9]3)(=[O:7])=[O:6])=[CH:30][CH:29]=2)=[N:43][CH:44]=1. The yield is 0.760.